Dataset: Full USPTO retrosynthesis dataset with 1.9M reactions from patents (1976-2016). Task: Predict the reactants needed to synthesize the given product. (1) Given the product [NH2:1][C:2]1[CH:7]=[CH:6][CH:5]=[CH:4][C:3]=1[NH:8][C:9]([C:11]1[S:15][C:14]([N:16]2[CH2:17][CH2:18][NH:19][CH2:20][CH2:21]2)=[N:13][CH:12]=1)=[O:10], predict the reactants needed to synthesize it. The reactants are: [NH2:1][C:2]1[CH:7]=[CH:6][CH:5]=[CH:4][C:3]=1[NH:8][C:9]([C:11]1[S:15][C:14]([N:16]2[CH2:21][CH2:20][N:19](C(OC(C)(C)C)=O)[CH2:18][CH2:17]2)=[N:13][CH:12]=1)=[O:10].Cl. (2) Given the product [C:18]1(=[O:27])[C:19]2[C:24](=[CH:23][CH:22]=[CH:21][CH:20]=2)[C:25](=[O:26])[NH:17]1, predict the reactants needed to synthesize it. The reactants are: ClC1N=CC(C2N=CN(CCCC[N:17]3[C:25](=[O:26])[C:24]4[C:19](=[CH:20][CH:21]=[CH:22][CH:23]=4)[C:18]3=[O:27])C=2)=CC=1.N1C=C(C2C=CC(Cl)=NC=2)N=C1.C(=O)([O-])[O-].[K+].[K+].BrCCCCN1C(=O)C2=CC=CC=C2C1=O. (3) The reactants are: Cl[C:2]1[C:3](=[O:15])[N:4]([CH3:14])[N:5]=[CH:6][C:7]=1[N:8]1[CH:12]=[CH:11][N:10]=[C:9]1[CH3:13].C(N(CC)CC)C. Given the product [CH3:14][N:4]1[C:3](=[O:15])[CH:2]=[C:7]([N:8]2[CH:12]=[CH:11][N:10]=[C:9]2[CH3:13])[CH:6]=[N:5]1, predict the reactants needed to synthesize it.